From a dataset of Catalyst prediction with 721,799 reactions and 888 catalyst types from USPTO. Predict which catalyst facilitates the given reaction. (1) Reactant: [Br:1][C:2]1[C:3]([CH3:10])=[N:4][C:5]([OH:9])=[N:6][C:7]=1[CH3:8].Cl[C:12]([F:17])([F:16])C([O-])=O.[Na+].C(=O)([O-])[O-].[K+].[K+].CN(C)C=O. Product: [Br:1][C:2]1[C:3]([CH3:10])=[N:4][C:5]([O:9][CH:12]([F:17])[F:16])=[N:6][C:7]=1[CH3:8]. The catalyst class is: 6. (2) Reactant: [C:1]1([CH2:7][C:8](Cl)=[O:9])[CH:6]=[CH:5][CH:4]=[CH:3][CH:2]=1.[NH2:11][C:12]1[C:21]2[N:22]=[C:23]([CH2:30][CH2:31][CH2:32][CH3:33])[N:24]([CH2:25][CH2:26][CH2:27][CH2:28][NH2:29])[C:20]=2[C:19]2[N:18]=[CH:17][CH:16]=[CH:15][C:14]=2[N:13]=1.CO.CCCCCC. Product: [NH2:11][C:12]1[C:21]2[N:22]=[C:23]([CH2:30][CH2:31][CH2:32][CH3:33])[N:24]([CH2:25][CH2:26][CH2:27][CH2:28][NH:29][C:8](=[O:9])[CH2:7][C:1]3[CH:6]=[CH:5][CH:4]=[CH:3][CH:2]=3)[C:20]=2[C:19]2[N:18]=[CH:17][CH:16]=[CH:15][C:14]=2[N:13]=1. The catalyst class is: 217. (3) Reactant: O.[OH-].[Li+].BrC1C=CC(C([O:11][C@H:12]2[C:16]3[N:17]=[CH:18][N:19]=[C:20]([N:21]4[CH2:26][CH2:25][N:24]([C:27]([O:29][C:30]([CH3:33])([CH3:32])[CH3:31])=[O:28])[CH2:23][CH2:22]4)[C:15]=3[C@H:14]([CH3:34])[CH2:13]2)=O)=CC=1.O. Product: [OH:11][C@H:12]1[C:16]2[N:17]=[CH:18][N:19]=[C:20]([N:21]3[CH2:26][CH2:25][N:24]([C:27]([O:29][C:30]([CH3:33])([CH3:32])[CH3:31])=[O:28])[CH2:23][CH2:22]3)[C:15]=2[C@H:14]([CH3:34])[CH2:13]1. The catalyst class is: 1. (4) Reactant: [Cl:1][C:2]1[C:7]([O:8][CH3:9])=[CH:6][C:5]([O:10][CH3:11])=[C:4]([Cl:12])[C:3]=1[C:13]1[C:25](=[O:26])[N:24]([CH2:27][CH2:28][O:29][CH:30]2[CH2:35][CH2:34][N:33](C(OC(C)(C)C)=O)[CH2:32][CH2:31]2)[C:16]2[N:17]=[C:18]([NH:21][CH2:22][CH3:23])[N:19]=[CH:20][C:15]=2[CH:14]=1.C(O)(C(F)(F)F)=O. Product: [Cl:12][C:4]1[C:5]([O:10][CH3:11])=[CH:6][C:7]([O:8][CH3:9])=[C:2]([Cl:1])[C:3]=1[C:13]1[C:25](=[O:26])[N:24]([CH2:27][CH2:28][O:29][CH:30]2[CH2:31][CH2:32][NH:33][CH2:34][CH2:35]2)[C:16]2[N:17]=[C:18]([NH:21][CH2:22][CH3:23])[N:19]=[CH:20][C:15]=2[CH:14]=1. The catalyst class is: 2. (5) Reactant: [ClH:1].[CH2:2]([N:4]([CH3:24])[CH:5]1[CH2:10][CH2:9][N:8]([C:11](=[O:23])[CH2:12][CH2:13][C:14]2[N:15]([CH2:19][C:20]([OH:22])=[O:21])[CH:16]=[CH:17][N:18]=2)[CH2:7][CH2:6]1)[CH3:3]. Product: [ClH:1].[CH2:2]([N:4]([CH3:24])[CH:5]1[CH2:6][CH2:7][N:8]([C:11](=[O:23])[CH2:12][CH2:13][C:14]2[N:15]([CH2:19][C:20]([OH:22])=[O:21])[CH:16]=[CH:17][N:18]=2)[CH2:9][CH2:10]1)[CH3:3]. The catalyst class is: 6. (6) Reactant: [CH2:1]([O:8][C:9](=[O:42])[C@@H:10]([NH:34][C:35]([O:37][C:38]([CH3:41])([CH3:40])[CH3:39])=[O:36])[CH2:11][CH2:12][C:13](=O)[NH:14][C:15]1[CH:20]=[CH:19][CH:18]=[CH:17][C:16]=1[NH:21][CH2:22][C:23]1[CH:28]=[CH:27][C:26]([C:29]([CH3:32])([CH3:31])[CH3:30])=[CH:25][CH:24]=1)[C:2]1[CH:7]=[CH:6][CH:5]=[CH:4][CH:3]=1. Product: [CH2:1]([O:8][C:9](=[O:42])[C@@H:10]([NH:34][C:35]([O:37][C:38]([CH3:41])([CH3:40])[CH3:39])=[O:36])[CH2:11][CH2:12][C:13]1[N:21]([CH2:22][C:23]2[CH:28]=[CH:27][C:26]([C:29]([CH3:32])([CH3:31])[CH3:30])=[CH:25][CH:24]=2)[C:16]2[CH:17]=[CH:18][CH:19]=[CH:20][C:15]=2[N:14]=1)[C:2]1[CH:7]=[CH:6][CH:5]=[CH:4][CH:3]=1. The catalyst class is: 15.